From a dataset of Forward reaction prediction with 1.9M reactions from USPTO patents (1976-2016). Predict the product of the given reaction. (1) Given the reactants [O:1]1[CH2:5][CH2:4][O:3][CH:2]1[C:6]1[CH:13]=[CH:12][C:9]([C:10]#[N:11])=[CH:8][CH:7]=1.[H-].[Al+3].[Li+].[H-].[H-].[H-].O.[OH-].[Na+], predict the reaction product. The product is: [O:1]1[CH2:5][CH2:4][O:3][CH:2]1[C:6]1[CH:7]=[CH:8][C:9]([CH2:10][NH2:11])=[CH:12][CH:13]=1. (2) The product is: [O:55]=[C:54]([N:56]1[CH2:57][CH2:58][N:59]([C:62](=[O:73])[C:63]2[CH:68]=[CH:67][CH:66]=[CH:65][C:64]=2[C:69]([F:72])([F:71])[F:70])[CH2:60][CH2:61]1)[CH2:53][NH:52][C:19](=[O:21])[C:18]1[CH:17]=[CH:16][C:15]([C:12]2[CH:13]=[CH:14][S:10][CH:11]=2)=[CH:23][CH:22]=1. Given the reactants CCN(C(C)C)C(C)C.[S:10]1[CH:14]=[CH:13][C:12]([C:15]2[CH:23]=[CH:22][C:18]([C:19]([OH:21])=O)=[CH:17][CH:16]=2)=[CH:11]1.C1C=CC2N(O)N=NC=2C=1.CCN=C=NCCCN(C)C.FC(F)(F)C(O)=O.[NH2:52][CH2:53][C:54]([N:56]1[CH2:61][CH2:60][N:59]([C:62](=[O:73])[C:63]2[CH:68]=[CH:67][CH:66]=[CH:65][C:64]=2[C:69]([F:72])([F:71])[F:70])[CH2:58][CH2:57]1)=[O:55], predict the reaction product. (3) Given the reactants [NH2:1][C:2]1[CH:3]=[C:4]([CH:8]=[CH:9][C:10]=1[Cl:11])[C:5]([OH:7])=[O:6].[NH2:12][C:13](N)=[O:14], predict the reaction product. The product is: [Cl:11][C:10]1[CH:9]=[CH:8][C:4]([C:5]([OH:7])=[O:6])=[CH:3][C:2]=1[NH:1][C:13]([NH2:12])=[O:14]. (4) Given the reactants [Cl:1][C:2]1[CH:7]=[CH:6][C:5]([S:8]([N:11]([CH:17]([CH2:21][CH3:22])[C:18]([OH:20])=O)[CH:12]([CH2:15][CH3:16])[C:13]#[CH:14])(=[O:10])=[O:9])=[CH:4][CH:3]=1.C(N(CC)CC)C.ClC(OCC(C)C)=O.[N+:38](=[CH2:40])=[N-:39], predict the reaction product. The product is: [Cl:1][C:2]1[CH:3]=[CH:4][C:5]([S:8]([N:11]([CH:17]([CH2:21][CH3:22])[C:18](=[O:20])[CH:40]=[N+:38]=[N-:39])[CH:12]([CH2:15][CH3:16])[C:13]#[CH:14])(=[O:10])=[O:9])=[CH:6][CH:7]=1. (5) Given the reactants Cl[CH2:2][CH2:3][NH:4][C:5]([NH:7][CH:8]([C:10]1[CH:15]=[CH:14][CH:13]=[CH:12][C:11]=1[Cl:16])[CH3:9])=[O:6].N12CCCN=C1CCCCC2, predict the reaction product. The product is: [Cl:16][C:11]1[CH:12]=[CH:13][CH:14]=[CH:15][C:10]=1[CH:8]([NH:7][C:5]1[O:6][CH2:2][CH2:3][N:4]=1)[CH3:9]. (6) Given the reactants Cl[C:2]1[N:7]=[CH:6][C:5]([C@@H:8]([OH:33])[CH2:9][NH:10][CH2:11][CH2:12][O:13][C:14]2[CH:19]=[CH:18][C:17]([C:20]3[N:21]=[C:22]([CH2:25][C:26]([N:28]4[CH2:32][CH2:31][CH2:30][CH2:29]4)=[O:27])[O:23][CH:24]=3)=[CH:16][CH:15]=2)=[CH:4][CH:3]=1.C([O-])=O.[NH4+], predict the reaction product. The product is: [OH:33][C@H:8]([C:5]1[CH:6]=[N:7][CH:2]=[CH:3][CH:4]=1)[CH2:9][NH:10][CH2:11][CH2:12][O:13][C:14]1[CH:15]=[CH:16][C:17]([C:20]2[N:21]=[C:22]([CH2:25][C:26]([N:28]3[CH2:32][CH2:31][CH2:30][CH2:29]3)=[O:27])[O:23][CH:24]=2)=[CH:18][CH:19]=1. (7) Given the reactants [OH-].[Li+].[Br:3][C:4]1[CH:5]=[C:6]([CH:20]=[CH:21][CH:22]=1)[O:7][C@H:8]([C:10]1[CH:19]=[CH:18][C:13]([C:14]([O:16]C)=[O:15])=[CH:12][CH:11]=1)[CH3:9], predict the reaction product. The product is: [Br:3][C:4]1[CH:5]=[C:6]([CH:20]=[CH:21][CH:22]=1)[O:7][C@H:8]([C:10]1[CH:19]=[CH:18][C:13]([C:14]([OH:16])=[O:15])=[CH:12][CH:11]=1)[CH3:9].